Dataset: Catalyst prediction with 721,799 reactions and 888 catalyst types from USPTO. Task: Predict which catalyst facilitates the given reaction. (1) Reactant: [C:1]([O:5][CH2:6][C:7]1[CH:12]=[C:11]([C:13]([O:15]CC)=[CH2:14])[N:10]=[N:9][C:8]=1[O:18][CH3:19])([CH3:4])([CH3:3])[CH3:2].Cl.O1CCOCC1. The catalyst class is: 38. Product: [C:1]([O:5][CH2:6][C:7]1[CH:12]=[C:11]([C:13](=[O:15])[CH3:14])[N:10]=[N:9][C:8]=1[O:18][CH3:19])([CH3:4])([CH3:2])[CH3:3]. (2) Reactant: [N:1]1[CH:6]=[CH:5][CH:4]=[CH:3][C:2]=1[N:7]([CH2:30][C:31]([O:33][CH3:34])=[O:32])[C:8]([C:10]1[CH:29]=[CH:28][C:13]2[N:14]([CH3:27])[C:15]([CH2:17][NH:18][C:19]3[CH:24]=[CH:23][C:22]([C:25]#[N:26])=[CH:21][CH:20]=3)=[N:16][C:12]=2[CH:11]=1)=[O:9].[ClH:35].CO.C(=O)([O-])[O-].[NH4+:42].[NH4+]. Product: [ClH:35].[ClH:35].[N:1]1[CH:6]=[CH:5][CH:4]=[CH:3][C:2]=1[N:7]([CH2:30][C:31]([O:33][CH3:34])=[O:32])[C:8]([C:10]1[CH:29]=[CH:28][C:13]2[N:14]([CH3:27])[C:15]([CH2:17][NH:18][C:19]3[CH:24]=[CH:23][C:22]([C:25](=[NH:42])[NH2:26])=[CH:21][CH:20]=3)=[N:16][C:12]=2[CH:11]=1)=[O:9]. The catalyst class is: 429. (3) Reactant: [Cl:1][CH2:2][C@H:3]1[O:8][CH2:7][C@@H:6]2[CH2:9][CH2:10][CH2:11][N:5]2[CH2:4]1.FC(F)(F)C(O)=O.[Br:19][C:20]1[CH:25]=[CH:24][C:23]([NH:26][C:27]2[C:36]3[C:31](=[CH:32][C:33]([OH:39])=[C:34]([O:37][CH3:38])[CH:35]=3)[N:30]=[CH:29][N:28]=2)=[C:22]([Cl:40])[C:21]=1[Cl:41].C(=O)([O-])[O-].[K+].[K+]. Product: [ClH:1].[Br:19][C:20]1[CH:25]=[CH:24][C:23]([NH:26][C:27]2[C:36]3[C:31](=[CH:32][C:33]([O:39][CH2:2][C@H:3]4[O:8][CH2:7][C@@H:6]5[CH2:9][CH2:10][CH2:11][N:5]5[CH2:4]4)=[C:34]([O:37][CH3:38])[CH:35]=3)[N:30]=[CH:29][N:28]=2)=[C:22]([Cl:40])[C:21]=1[Cl:41]. The catalyst class is: 44. (4) Reactant: C(N1C=CN=C1)(N1C=CN=C1)=O.[Cl:13][C:14]1[CH:19]=[CH:18][CH:17]=[C:16]([Cl:20])[C:15]=1[CH2:21][C:22]([OH:24])=O.[Si:25]([O:32][CH2:33][C@H:34]1[CH2:43][C:42]2[C:37](=[CH:38][CH:39]=[CH:40][C:41]=2[CH2:44][CH2:45][C:46]([CH3:49])([OH:48])[CH3:47])[C@H:36]([CH3:50])[NH:35]1)([C:28]([CH3:31])([CH3:30])[CH3:29])([CH3:27])[CH3:26]. Product: [Si:25]([O:32][CH2:33][C@H:34]1[CH2:43][C:42]2[C:37](=[CH:38][CH:39]=[CH:40][C:41]=2[CH2:44][CH2:45][C:46]([OH:48])([CH3:49])[CH3:47])[C@H:36]([CH3:50])[N:35]1[C:22](=[O:24])[CH2:21][C:15]1[C:16]([Cl:20])=[CH:17][CH:18]=[CH:19][C:14]=1[Cl:13])([C:28]([CH3:31])([CH3:30])[CH3:29])([CH3:27])[CH3:26]. The catalyst class is: 7.